This data is from Full USPTO retrosynthesis dataset with 1.9M reactions from patents (1976-2016). The task is: Predict the reactants needed to synthesize the given product. Given the product [NH2:2][C:1]1[N:14]([CH2:13][CH:7]2[CH2:8][CH2:9][CH2:10][CH2:11][CH2:12]2)[C:15](=[O:16])[N:17]([CH2:18][CH:19]2[CH2:24][CH2:23][CH2:22][CH2:21][CH2:20]2)[C:4](=[O:5])[CH:3]=1, predict the reactants needed to synthesize it. The reactants are: [C:1]([CH2:3][C:4](O)=[O:5])#[N:2].[CH:7]1([CH2:13][NH:14][C:15]([NH:17][CH2:18][CH:19]2[CH2:24][CH2:23][CH2:22][CH2:21][CH2:20]2)=[O:16])[CH2:12][CH2:11][CH2:10][CH2:9][CH2:8]1.